From a dataset of Peptide-MHC class I binding affinity with 185,985 pairs from IEDB/IMGT. Regression. Given a peptide amino acid sequence and an MHC pseudo amino acid sequence, predict their binding affinity value. This is MHC class I binding data. The peptide sequence is VYMPASWVM. The MHC is HLA-A29:02 with pseudo-sequence HLA-A29:02. The binding affinity (normalized) is 0.113.